Dataset: Forward reaction prediction with 1.9M reactions from USPTO patents (1976-2016). Task: Predict the product of the given reaction. (1) The product is: [CH3:21][C@@H:20]1[NH:19][CH2:18][C:3]2[CH:4]=[C:5]([C:8]3[CH:13]=[CH:12][C:11]([C:14]([F:15])([F:16])[F:17])=[CH:10][CH:9]=3)[CH:6]=[CH:7][C:2]=2[NH:1][C:22]1=[O:24]. Given the reactants [NH2:1][C:2]1[CH:7]=[CH:6][C:5]([C:8]2[CH:13]=[CH:12][C:11]([C:14]([F:17])([F:16])[F:15])=[CH:10][CH:9]=2)=[CH:4][C:3]=1[CH2:18][NH:19][C@H:20]([C:22]([O:24]C)=O)[CH3:21].C[Al](C)C.CO.ClCCl, predict the reaction product. (2) Given the reactants [Cl:1][C:2]1[CH:7]=[C:6]([OH:8])[CH:5]=[CH:4][C:3]=1[CH:9]([CH3:28])[C:10]([C:16]1[CH:17]=[CH:18][C:19]2[O:24][CH2:23][C:22](=[O:25])[N:21]([CH3:26])[C:20]=2[CH:27]=1)([OH:15])[C:11]([F:14])([F:13])[F:12].Cl[C:30]1[N:35]=[C:34]([C:36]([F:39])([F:38])[F:37])[C:33]([C:40]([O:42][CH3:43])=[O:41])=[CH:32][N:31]=1.C1N2CCN(CC2)C1, predict the reaction product. The product is: [CH3:43][O:42][C:40]([C:33]1[C:34]([C:36]([F:39])([F:37])[F:38])=[N:35][C:30]([O:8][C:6]2[CH:5]=[CH:4][C:3]([CH:9]([CH3:28])[C:10]([OH:15])([C:16]3[CH:17]=[CH:18][C:19]4[O:24][CH2:23][C:22](=[O:25])[N:21]([CH3:26])[C:20]=4[CH:27]=3)[C:11]([F:12])([F:13])[F:14])=[C:2]([Cl:1])[CH:7]=2)=[N:31][CH:32]=1)=[O:41]. (3) Given the reactants Br[C:2]1[CH:3]=[C:4]([CH:25]=[CH:26][CH:27]=1)[CH2:5][CH2:6][O:7][CH2:8][CH2:9][C:10]([N:12]([CH:19]1[CH2:24][CH2:23][CH2:22][CH2:21][CH2:20]1)[CH2:13][CH:14]([O:17][CH3:18])[O:15][CH3:16])=[O:11].[CH3:28][N:29](C=O)C, predict the reaction product. The product is: [C:28]([C:2]1[CH:3]=[C:4]([CH:25]=[CH:26][CH:27]=1)[CH2:5][CH2:6][O:7][CH2:8][CH2:9][C:10]([N:12]([CH:19]1[CH2:24][CH2:23][CH2:22][CH2:21][CH2:20]1)[CH2:13][CH:14]([O:17][CH3:18])[O:15][CH3:16])=[O:11])#[N:29]. (4) Given the reactants [Cl:1][C:2]1[C:3]([N:14]2[CH2:19][CH2:18][N:17]([C:20]([O:22][C:23]([CH3:26])([CH3:25])[CH3:24])=[O:21])[CH2:16][CH2:15]2)=[N:4][CH:5]=[C:6]([C:8](N(OC)C)=[O:9])[CH:7]=1.[Cl-].Cl.[CH2:29]1[CH2:33]OC[CH2:30]1, predict the reaction product. The product is: [C:8]([C:6]1[CH:7]=[C:2]([Cl:1])[C:3]([N:14]2[CH2:19][CH2:18][N:17]([C:20]([O:22][C:23]([CH3:26])([CH3:24])[CH3:25])=[O:21])[CH2:16][CH2:15]2)=[N:4][CH:5]=1)(=[O:9])[CH2:30][CH2:29][CH3:33]. (5) Given the reactants C[O:2][C:3](=[O:41])[C@H:4]([CH2:23][C:24]1[CH:29]=[CH:28][C:27]([NH:30][C:31]([C:33]2[C:38]([Cl:39])=[CH:37][CH:36]=[CH:35][C:34]=2[Cl:40])=[O:32])=[CH:26][CH:25]=1)[NH:5][C:6]([C:8]1([CH2:14][C:15]2[CH:20]=[CH:19][C:18]([O:21][CH3:22])=[CH:17][CH:16]=2)[CH2:13][CH2:12][CH2:11][CH2:10][CH2:9]1)=[O:7].[OH-].[Na+], predict the reaction product. The product is: [Cl:39][C:38]1[CH:37]=[CH:36][CH:35]=[C:34]([Cl:40])[C:33]=1[C:31]([NH:30][C:27]1[CH:26]=[CH:25][C:24]([CH2:23][C@@H:4]([C:3]([OH:41])=[O:2])[NH:5][C:6]([C:8]2([CH2:14][C:15]3[CH:16]=[CH:17][C:18]([O:21][CH3:22])=[CH:19][CH:20]=3)[CH2:9][CH2:10][CH2:11][CH2:12][CH2:13]2)=[O:7])=[CH:29][CH:28]=1)=[O:32]. (6) Given the reactants [Br:1][C:2]1[C:11]2[C:6](=[CH:7][CH:8]=[C:9]([C:12]([OH:14])=O)[CH:10]=2)[N:5]=[CH:4][CH:3]=1.CN([C:18]([O:22][N:23]1N=NC2C=CC=N[C:24]1=2)=[N+](C)C)C.F[P-](F)(F)(F)(F)F.C(N(CC)CC)C, predict the reaction product. The product is: [Br:1][C:2]1[C:11]2[C:6](=[CH:7][CH:8]=[C:9]([C:12]([N:23]([O:22][CH3:18])[CH3:24])=[O:14])[CH:10]=2)[N:5]=[CH:4][CH:3]=1.